Dataset: Forward reaction prediction with 1.9M reactions from USPTO patents (1976-2016). Task: Predict the product of the given reaction. (1) The product is: [N:1]([CH:4]([C:6]1[N:7]=[C:8]2[S:16][CH:15]=[CH:14][N:9]2[C:10](=[O:13])[C:11]=1[C:17]1[CH:22]=[CH:21][CH:20]=[CH:19][CH:18]=1)[CH3:5])=[N+:2]=[N-:3]. Given the reactants [N:1]([CH:4]([C:6]1[N:7]=[C:8]2[S:16][CH:15]=[CH:14][N:9]2[C:10](=[O:13])[C:11]=1Br)[CH3:5])=[N+:2]=[N-:3].[C:17]1(B(O)O)[CH:22]=[CH:21][CH:20]=[CH:19][CH:18]=1.C(=O)([O-])[O-].[Na+].[Na+].O, predict the reaction product. (2) The product is: [CH:27]1([CH2:26][N:18]2[CH:17]=[CH:16][C:15]3[C:20](=[CH:21][CH:22]=[C:13]([C:8]4[CH:7]=[C:6]([CH:11]=[CH:10][C:9]=4[CH3:12])[C:5]([NH:4][CH:1]4[CH2:2][CH2:3]4)=[O:24])[CH:14]=3)[C:19]2=[O:23])[CH2:30][CH2:29][CH2:28]1. Given the reactants [CH:1]1([NH:4][C:5](=[O:24])[C:6]2[CH:11]=[CH:10][C:9]([CH3:12])=[C:8]([C:13]3[CH:14]=[C:15]4[C:20](=[CH:21][CH:22]=3)[C:19](=[O:23])[NH:18][CH:17]=[CH:16]4)[CH:7]=2)[CH2:3][CH2:2]1.Br[CH2:26][CH:27]1[CH2:30][CH2:29][CH2:28]1, predict the reaction product. (3) Given the reactants IC1C=NN([C:7](OC(C)(C)C)=[O:8])C=1.C[N+]1C=CC(C2[C:42]3=N[C:39]([CH:40]=[CH:41]3)=[C:38]([C:44]3[CH:49]=C[N+](C)=CC=3)[C:36]3=N[C:33]([CH:34]=[CH:35]3)=[C:32]([C:51]3C=C[N+](C)=CC=3)C3NC(=CC=3)C(C3C=C[N+](C)=CC=3)=C3NC=2C=C3)=CC=1.C#CCC.CN(C=[O:74])C, predict the reaction product. The product is: [CH3:7][O:8][C:42](=[O:74])[C:41]1[CH:40]=[CH:39][C:38]([C:36]#[C:35][C:34]#[C:33][CH2:32][CH3:51])=[CH:44][CH:49]=1. (4) Given the reactants [CH3:1][O:2][C:3](=[O:30])[NH:4][C@H:5]([C:9]([N:11]1[CH2:16][C@@H:15]([CH3:17])[CH2:14][CH2:13][C@H:12]1[C:18]1[NH:19][C:20]([C:23]2[CH:28]=[CH:27][C:26](Br)=[CH:25][CH:24]=2)=[CH:21][N:22]=1)=[O:10])[CH:6]([CH3:8])[CH3:7].[B:31]1([B:31]2[O:35][C:34]([CH3:37])([CH3:36])[C:33]([CH3:39])([CH3:38])[O:32]2)[O:35][C:34]([CH3:37])([CH3:36])[C:33]([CH3:39])([CH3:38])[O:32]1.C([O-])(=O)C.[K+], predict the reaction product. The product is: [CH3:1][O:2][C:3](=[O:30])[NH:4][C@H:5]([C:9]([N:11]1[CH2:16][C@@H:15]([CH3:17])[CH2:14][CH2:13][C@H:12]1[C:18]1[NH:19][C:20]([C:23]2[CH:28]=[CH:27][C:26]([B:31]3[O:35][C:34]([CH3:37])([CH3:36])[C:33]([CH3:39])([CH3:38])[O:32]3)=[CH:25][CH:24]=2)=[CH:21][N:22]=1)=[O:10])[CH:6]([CH3:8])[CH3:7].